This data is from Forward reaction prediction with 1.9M reactions from USPTO patents (1976-2016). The task is: Predict the product of the given reaction. Given the reactants [CH3:1][C:2]1[NH:3][C:4](B2OC(C)(C)C(C)(C)O2)=[CH:5][C:6]=1[C:7]([O:9][CH2:10][CH3:11])=[O:8].[F:21][C:22]1[CH:39]=[C:38]([F:40])[CH:37]=[CH:36][C:23]=1[O:24][C:25]1[CH:30]=[CH:29][C:28]([S:31]([NH2:34])(=[O:33])=[O:32])=[CH:27][C:26]=1I.CC12CC3(C)P(C4C=CC=CC=4)C(C)(CC(C)(O3)O1)O2.[O-]P([O-])([O-])=O.[K+].[K+].[K+], predict the reaction product. The product is: [F:21][C:22]1[CH:39]=[C:38]([F:40])[CH:37]=[CH:36][C:23]=1[O:24][C:25]1[CH:30]=[CH:29][C:28]([S:31](=[O:33])(=[O:32])[NH2:34])=[CH:27][C:26]=1[C:4]1[NH:3][C:2]([CH3:1])=[C:6]([C:7]([O:9][CH2:10][CH3:11])=[O:8])[CH:5]=1.